Dataset: Reaction yield outcomes from USPTO patents with 853,638 reactions. Task: Predict the reaction yield, written as a fraction of the theoretical maximum amount of product (1.0 means a 100% yield; for example, 0.34 means a 34% yield). The reactants are [Cl:1][C:2]1[C:3]([F:32])=[C:4]([CH:29]=[CH:30][CH:31]=1)[NH:5][C:6]1[C:15]2[C:10](=[CH:11][C:12]([O:27][CH3:28])=[C:13]([O:16][CH2:17][C@@H:18]3[CH2:22][CH2:21][CH2:20][N:19]3[C:23](=[O:26])[CH2:24]Cl)[CH:14]=2)[N:9]=[CH:8][N:7]=1.[I-].[K+].[NH:35]1[CH2:40][CH2:39][O:38][CH2:37][CH2:36]1. No catalyst specified. The product is [Cl:1][C:2]1[C:3]([F:32])=[C:4]([CH:29]=[CH:30][CH:31]=1)[NH:5][C:6]1[C:15]2[C:10](=[CH:11][C:12]([O:27][CH3:28])=[C:13]([O:16][CH2:17][C@@H:18]3[CH2:22][CH2:21][CH2:20][N:19]3[C:23](=[O:26])[CH2:24][N:35]3[CH2:40][CH2:39][O:38][CH2:37][CH2:36]3)[CH:14]=2)[N:9]=[CH:8][N:7]=1. The yield is 0.440.